This data is from NCI-60 drug combinations with 297,098 pairs across 59 cell lines. The task is: Regression. Given two drug SMILES strings and cell line genomic features, predict the synergy score measuring deviation from expected non-interaction effect. Drug 1: CCCS(=O)(=O)NC1=C(C(=C(C=C1)F)C(=O)C2=CNC3=C2C=C(C=N3)C4=CC=C(C=C4)Cl)F. Drug 2: C(CC(=O)O)C(=O)CN.Cl. Cell line: SNB-19. Synergy scores: CSS=9.15, Synergy_ZIP=-0.0894, Synergy_Bliss=3.50, Synergy_Loewe=0.466, Synergy_HSA=0.687.